This data is from Peptide-MHC class I binding affinity with 185,985 pairs from IEDB/IMGT. The task is: Regression. Given a peptide amino acid sequence and an MHC pseudo amino acid sequence, predict their binding affinity value. This is MHC class I binding data. (1) The peptide sequence is EDIAMGYVV. The MHC is HLA-B40:02 with pseudo-sequence HLA-B40:02. The binding affinity (normalized) is 0.607. (2) The peptide sequence is ITDITSPLW. The MHC is HLA-B15:17 with pseudo-sequence HLA-B15:17. The binding affinity (normalized) is 1.00. (3) The peptide sequence is DPAFRANTA. The MHC is Patr-A0401 with pseudo-sequence Patr-A0401. The binding affinity (normalized) is 0. (4) The peptide sequence is AGLAFSIMK. The MHC is HLA-A11:01 with pseudo-sequence HLA-A11:01. The binding affinity (normalized) is 0.757. (5) The peptide sequence is AHSKAETEA. The MHC is HLA-B58:01 with pseudo-sequence HLA-B58:01. The binding affinity (normalized) is 0.0847. (6) The peptide sequence is AISSRVDRY. The MHC is HLA-A68:01 with pseudo-sequence HLA-A68:01. The binding affinity (normalized) is 0.218.